The task is: Regression. Given two drug SMILES strings and cell line genomic features, predict the synergy score measuring deviation from expected non-interaction effect.. This data is from NCI-60 drug combinations with 297,098 pairs across 59 cell lines. Drug 1: C1CC(=O)NC(=O)C1N2CC3=C(C2=O)C=CC=C3N. Drug 2: C1=NC2=C(N1)C(=S)N=CN2. Cell line: A549. Synergy scores: CSS=12.1, Synergy_ZIP=-8.54, Synergy_Bliss=-5.58, Synergy_Loewe=-3.79, Synergy_HSA=-3.30.